From a dataset of NCI-60 drug combinations with 297,098 pairs across 59 cell lines. Regression. Given two drug SMILES strings and cell line genomic features, predict the synergy score measuring deviation from expected non-interaction effect. (1) Drug 1: C1CCN(CC1)CCOC2=CC=C(C=C2)C(=O)C3=C(SC4=C3C=CC(=C4)O)C5=CC=C(C=C5)O. Drug 2: C1=CC(=CC=C1C#N)C(C2=CC=C(C=C2)C#N)N3C=NC=N3. Cell line: OVCAR-5. Synergy scores: CSS=0.362, Synergy_ZIP=1.76, Synergy_Bliss=3.01, Synergy_Loewe=-0.851, Synergy_HSA=-0.874. (2) Drug 1: C1CC(=O)NC(=O)C1N2CC3=C(C2=O)C=CC=C3N. Drug 2: COC1=C2C(=CC3=C1OC=C3)C=CC(=O)O2. Cell line: HS 578T. Synergy scores: CSS=-0.184, Synergy_ZIP=1.10, Synergy_Bliss=1.42, Synergy_Loewe=0.936, Synergy_HSA=-0.404. (3) Drug 1: C1CN1P(=S)(N2CC2)N3CC3. Drug 2: C(=O)(N)NO. Cell line: SW-620. Synergy scores: CSS=15.1, Synergy_ZIP=-4.86, Synergy_Bliss=-4.86, Synergy_Loewe=-29.0, Synergy_HSA=-3.52. (4) Drug 1: CC1=C(C=C(C=C1)NC2=NC=CC(=N2)N(C)C3=CC4=NN(C(=C4C=C3)C)C)S(=O)(=O)N.Cl. Drug 2: C1=CC(=CC=C1CCC2=CNC3=C2C(=O)NC(=N3)N)C(=O)NC(CCC(=O)O)C(=O)O. Cell line: SF-268. Synergy scores: CSS=17.8, Synergy_ZIP=-2.27, Synergy_Bliss=2.19, Synergy_Loewe=-29.4, Synergy_HSA=-0.283. (5) Drug 1: CC(CN1CC(=O)NC(=O)C1)N2CC(=O)NC(=O)C2. Drug 2: CC1=CC=C(C=C1)C2=CC(=NN2C3=CC=C(C=C3)S(=O)(=O)N)C(F)(F)F. Cell line: RXF 393. Synergy scores: CSS=5.98, Synergy_ZIP=-3.79, Synergy_Bliss=-5.62, Synergy_Loewe=-4.65, Synergy_HSA=-4.62. (6) Drug 1: COC1=C(C=C2C(=C1)N=CN=C2NC3=CC(=C(C=C3)F)Cl)OCCCN4CCOCC4. Drug 2: CC(C)CN1C=NC2=C1C3=CC=CC=C3N=C2N. Cell line: K-562. Synergy scores: CSS=11.1, Synergy_ZIP=-2.63, Synergy_Bliss=2.60, Synergy_Loewe=0.815, Synergy_HSA=1.38. (7) Synergy scores: CSS=-2.75, Synergy_ZIP=0.815, Synergy_Bliss=-1.76, Synergy_Loewe=-3.05, Synergy_HSA=-4.59. Drug 2: C1CC(=O)NC(=O)C1N2C(=O)C3=CC=CC=C3C2=O. Drug 1: CS(=O)(=O)OCCCCOS(=O)(=O)C. Cell line: UO-31.